This data is from Forward reaction prediction with 1.9M reactions from USPTO patents (1976-2016). The task is: Predict the product of the given reaction. (1) Given the reactants [CH3:1][C:2]1[CH:7]=[C:6]([CH3:8])[CH:5]=[CH:4][C:3]=1[N:9]1[CH2:14][CH2:13][N:12]([C:15]([C:17]2[CH:22]=[CH:21][C:20]([N:23]3[C@H:27]([CH2:28][OH:29])[CH2:26][CH2:25][S:24]3(=[O:31])=[O:30])=[CH:19][CH:18]=2)=[O:16])[CH2:11][CH2:10]1.S(C1C=CC(C)=CC=1)(O[CH3:36])(=O)=O, predict the reaction product. The product is: [CH3:1][C:2]1[CH:7]=[C:6]([CH3:8])[CH:5]=[CH:4][C:3]=1[N:9]1[CH2:10][CH2:11][N:12]([C:15]([C:17]2[CH:18]=[CH:19][C:20]([N:23]3[C@H:27]([CH2:28][O:29][CH3:36])[CH2:26][CH2:25][S:24]3(=[O:30])=[O:31])=[CH:21][CH:22]=2)=[O:16])[CH2:13][CH2:14]1. (2) Given the reactants [Cl:1][C:2]1[C:3]2[C:10](I)=[CH:9][N:8]([CH:12]([CH3:14])[CH3:13])[C:4]=2[N:5]=[CH:6][N:7]=1.[CH3:15][O:16][C:17]1[CH:22]=[CH:21][C:20](B(O)O)=[CH:19][CH:18]=1.C1(C)C=CC=CC=1.C(=O)(O)[O-].[Na+], predict the reaction product. The product is: [Cl:1][C:2]1[C:3]2[C:10]([C:20]3[CH:21]=[CH:22][C:17]([O:16][CH3:15])=[CH:18][CH:19]=3)=[CH:9][N:8]([CH:12]([CH3:14])[CH3:13])[C:4]=2[N:5]=[CH:6][N:7]=1. (3) Given the reactants [H-].[Al+3].[Li+].[H-].[H-].[H-].C([N:12]([CH2:22][CH2:23][CH2:24][CH2:25][CH3:26])[C:13](=O)[CH2:14][CH2:15][CH2:16][CH2:17][C:18](O)=O)CCCC, predict the reaction product. The product is: [CH2:13]([NH:12][CH2:18][CH2:17][CH2:16][CH2:15][CH2:14][CH2:13][NH:12][CH2:22][CH2:23][CH2:24][CH2:25][CH3:26])[CH2:14][CH2:15][CH2:16][CH3:17]. (4) Given the reactants [Cl:1][C:2]1[CH:59]=[CH:58][C:5]([CH2:6][CH:7]2[N:12]3[C:13](=[O:53])[CH:14]([NH:28][C:29]([CH:31]4[CH2:35][CH2:34][CH2:33][N:32]4C(OCC4C5C=CC=CC=5C5C4=CC=CC=5)=O)=[O:30])[CH2:15][N:16]([S:17]([C:20]4[CH:25]=[CH:24][C:23]([Cl:26])=[CH:22][C:21]=4[Cl:27])(=[O:19])=[O:18])[CH:11]3[CH2:10][N:9]([CH:54]([CH3:56])[CH3:55])[C:8]2=[O:57])=[CH:4][CH:3]=1.C(NCC)C, predict the reaction product. The product is: [Cl:1][C:2]1[CH:3]=[CH:4][C:5]([CH2:6][CH:7]2[N:12]3[C:13](=[O:53])[CH:14]([NH:28][C:29]([CH:31]4[CH2:35][CH2:34][CH2:33][NH:32]4)=[O:30])[CH2:15][N:16]([S:17]([C:20]4[CH:25]=[CH:24][C:23]([Cl:26])=[CH:22][C:21]=4[Cl:27])(=[O:19])=[O:18])[CH:11]3[CH2:10][N:9]([CH:54]([CH3:56])[CH3:55])[C:8]2=[O:57])=[CH:58][CH:59]=1. (5) Given the reactants C[N:2](C)/[CH:3]=[CH:4]/[C:5]([C:7]1[C:12](=[O:13])[CH:11]=[CH:10][N:9]([C:14]2[CH:19]=[CH:18][CH:17]=[C:16]([S:20]([CH3:23])(=[O:22])=[O:21])[CH:15]=2)[N:8]=1)=O.[O:25]1[C:29]2[CH:30]=[CH:31][CH:32]=[C:33]([NH:34]N)[C:28]=2[O:27][CH2:26]1.N([O-])=O.[Na+].[Sn](Cl)Cl, predict the reaction product. The product is: [O:25]1[C:29]2[CH:30]=[CH:31][CH:32]=[C:33]([N:34]3[C:5]([C:7]4[C:12](=[O:13])[CH:11]=[CH:10][N:9]([C:14]5[CH:19]=[CH:18][CH:17]=[C:16]([S:20]([CH3:23])(=[O:22])=[O:21])[CH:15]=5)[N:8]=4)=[CH:4][CH:3]=[N:2]3)[C:28]=2[O:27][CH2:26]1. (6) Given the reactants Br[CH2:2][CH2:3][OH:4].[Br:5][C:6]1[CH:11]=[CH:10][C:9]([OH:12])=[C:8]([C:13]([F:16])([F:15])[F:14])[CH:7]=1.C(=O)([O-])[O-].[K+].[K+], predict the reaction product. The product is: [Br:5][C:6]1[CH:11]=[CH:10][C:9]([O:12][CH2:2][CH2:3][OH:4])=[C:8]([C:13]([F:14])([F:15])[F:16])[CH:7]=1. (7) The product is: [CH:1]1([CH2:7][CH:8]=[O:9])[CH2:6][CH2:5][CH2:4][CH2:3][CH2:2]1. Given the reactants [CH:1]1([CH2:7][CH2:8][OH:9])[CH2:6][CH2:5][CH2:4][CH2:3][CH2:2]1.C1C=C[NH+]=CC=1.[O-][Cr](Cl)(=O)=O, predict the reaction product. (8) Given the reactants [Br:1][C:2]1[C:10]([I:11])=[C:9]([CH3:12])[C:5]([C:6]([NH2:8])=O)=[C:4]([NH:13][C:14](=[O:19])[C:15]([CH3:18])([CH3:17])[CH3:16])[C:3]=1[O:20][CH3:21].FC(F)(F)S(OS(C(F)(F)F)(=O)=O)(=O)=O.Cl, predict the reaction product. The product is: [Br:1][C:2]1[C:3]([O:20][CH3:21])=[C:4]([NH:13][C:14](=[O:19])[C:15]([CH3:18])([CH3:16])[CH3:17])[C:5]([C:6]#[N:8])=[C:9]([CH3:12])[C:10]=1[I:11]. (9) Given the reactants [C:1]([N:11]1[CH2:16][CH2:15][NH:14][CH:13]([C:17]([OH:19])=[O:18])[CH2:12]1)([O:3][CH2:4][C:5]1[CH:10]=[CH:9][CH:8]=[CH:7][CH:6]=1)=[O:2].C(N(CC(O)=O)CC(O)=O)CN(CC(O)=O)CC(O)=O.[Na][Na].Cl[C:43]1[CH:48]=[C:47](Cl)[CH:46]=[CH:45][C:44]=1[N+:50]([O-:52])=[O:51].C(N(CC)CC)C.[ClH:60], predict the reaction product. The product is: [C:1]([N:11]1[CH2:16][CH2:15][N:14]([C:43]2[CH:48]=[CH:47][C:46]([Cl:60])=[CH:45][C:44]=2[N+:50]([O-:52])=[O:51])[CH:13]([C:17]([OH:19])=[O:18])[CH2:12]1)([O:3][CH2:4][C:5]1[CH:6]=[CH:7][CH:8]=[CH:9][CH:10]=1)=[O:2].